This data is from Forward reaction prediction with 1.9M reactions from USPTO patents (1976-2016). The task is: Predict the product of the given reaction. (1) The product is: [C:27]([N:34]1[CH2:40][CH2:39][CH2:38][N:37]([C:2]2[CH:3]=[C:4]([CH:8]3[N:12]([C:13]4[CH:18]=[CH:17][CH:16]=[CH:15][C:14]=4[Cl:19])[N:11]=[C:10]([C:20]([F:26])([F:25])[C:21]([F:24])([F:23])[F:22])[CH2:9]3)[CH:5]=[CH:6][CH:7]=2)[CH2:36][CH2:35]1)([O:29][C:30]([CH3:33])([CH3:32])[CH3:31])=[O:28]. Given the reactants Br[C:2]1[CH:3]=[C:4]([CH:8]2[N:12]([C:13]3[CH:18]=[CH:17][CH:16]=[CH:15][C:14]=3[Cl:19])[N:11]=[C:10]([C:20]([F:26])([F:25])[C:21]([F:24])([F:23])[F:22])[CH2:9]2)[CH:5]=[CH:6][CH:7]=1.[C:27]([N:34]1[CH2:40][CH2:39][CH2:38][NH:37][CH2:36][CH2:35]1)([O:29][C:30]([CH3:33])([CH3:32])[CH3:31])=[O:28].C1C=CC(P(C2C(C3C(P(C4C=CC=CC=4)C4C=CC=CC=4)=CC=C4C=3C=CC=C4)=C3C(C=CC=C3)=CC=2)C2C=CC=CC=2)=CC=1.CC(C)([O-])C.[Na+], predict the reaction product. (2) Given the reactants [CH3:1][O:2][C:3](=[O:13])[C:4]1[CH:9]=[CH:8][C:7]([C:10](=[O:12])[CH3:11])=[CH:6][CH:5]=1.[P:14]([O-:19])([O:17][CH3:18])[O:15][CH3:16], predict the reaction product. The product is: [CH3:1][O:2][C:3](=[O:13])[C:4]1[CH:9]=[CH:8][C:7]([C:10]([P:14]([O:17][CH3:18])([O:15][CH3:16])=[O:19])([OH:12])[CH3:11])=[CH:6][CH:5]=1. (3) Given the reactants [CH3:1][O:2][C:3]1[CH:8]=[CH:7][C:6]([OH:9])=[C:5]([N+:10]([O-:12])=[O:11])[CH:4]=1.[OH-].[K+].[I:15]I, predict the reaction product. The product is: [I:15][C:7]1[CH:8]=[C:3]([O:2][CH3:1])[CH:4]=[C:5]([N+:10]([O-:12])=[O:11])[C:6]=1[OH:9]. (4) Given the reactants Cl[CH2:2][C:3]([NH:5][C:6]1[CH:11]=[C:10]([CH2:12][NH:13][C@@H:14]([C:16]2[CH:21]=[CH:20][CH:19]=[CH:18][CH:17]=2)[CH3:15])[CH:9]=[CH:8][C:7]=1[Cl:22])=[O:4].[NH:23]1[CH2:27][CH2:26][CH2:25][CH2:24]1, predict the reaction product. The product is: [Cl:22][C:7]1[CH:8]=[CH:9][C:10]([CH2:12][NH:13][C@@H:14]([C:16]2[CH:21]=[CH:20][CH:19]=[CH:18][CH:17]=2)[CH3:15])=[CH:11][C:6]=1[NH:5][C:3](=[O:4])[CH2:2][N:23]1[CH2:27][CH2:26][CH2:25][CH2:24]1. (5) Given the reactants [Br:1][C:2]1[CH:10]=[CH:9][C:5]([C:6](O)=[O:7])=[CH:4][C:3]=1[F:11].CN.[CH:14]1([N:20]=C=NC2CCCCC2)CCCCC1.ON1C2C=CC=CC=2N=N1, predict the reaction product. The product is: [Br:1][C:2]1[CH:10]=[CH:9][C:5]([C:6]([NH:20][CH3:14])=[O:7])=[CH:4][C:3]=1[F:11]. (6) Given the reactants [CH2:1]1[CH2:5][CH:4]([SH:6])[CH2:3][CH2:2]1.[H-].[Na+].[N:9]1([C:15]([N:17]2[CH2:22][CH:21]([C:23]3[CH:28]=[CH:27][C:26]([C:29]([F:32])([F:31])[F:30])=[CH:25][CH:24]=3)[CH2:20][CH:19]([CH2:33]S([O-])(=O)=O)[CH2:18]2)=[O:16])[CH2:14][CH2:13][O:12][CH2:11][CH2:10]1.O, predict the reaction product. The product is: [CH:4]1([S:6][CH2:33][CH:19]2[CH2:20][CH:21]([C:23]3[CH:28]=[CH:27][C:26]([C:29]([F:32])([F:31])[F:30])=[CH:25][CH:24]=3)[CH2:22][N:17]([C:15]([N:9]3[CH2:14][CH2:13][O:12][CH2:11][CH2:10]3)=[O:16])[CH2:18]2)[CH2:5][CH2:1][CH2:2][CH2:3]1.